This data is from HIV replication inhibition screening data with 41,000+ compounds from the AIDS Antiviral Screen. The task is: Binary Classification. Given a drug SMILES string, predict its activity (active/inactive) in a high-throughput screening assay against a specified biological target. (1) The drug is O=c1c2cc([N+](=O)[O-])ccc2sc2ccsc12. The result is 0 (inactive). (2) The molecule is N=c1nc2n(cc1F)C1OC(CO)C(O)C1O2. The result is 0 (inactive). (3) The drug is CC(C)(C)C1=C(Br)C(C(C)(C)C)OP1(=O)O. The result is 0 (inactive). (4) The molecule is O=Cc1cn(CCCCCn2cc(C=O)c3ccccc32)c2ccccc12. The result is 0 (inactive).